Dataset: Catalyst prediction with 721,799 reactions and 888 catalyst types from USPTO. Task: Predict which catalyst facilitates the given reaction. Reactant: Br[CH2:2][CH2:3][C:4]([CH3:14])([S:10]([CH3:13])(=[O:12])=[O:11])[C:5]([O:7][CH2:8][CH3:9])=[O:6].[I:15][C:16]1[CH:21]=[CH:20][NH:19][C:18](=[O:22])[C:17]=1[CH3:23].C(=O)([O-])[O-].[Cs+].[Cs+]. Product: [I:15][C:16]1[CH:21]=[CH:20][N:19]([CH2:2][CH2:3][C:4]([CH3:14])([S:10]([CH3:13])(=[O:12])=[O:11])[C:5]([O:7][CH2:8][CH3:9])=[O:6])[C:18](=[O:22])[C:17]=1[CH3:23]. The catalyst class is: 7.